Dataset: Full USPTO retrosynthesis dataset with 1.9M reactions from patents (1976-2016). Task: Predict the reactants needed to synthesize the given product. (1) Given the product [Br:19][CH2:15][C:12]1[CH:13]=[C:14]2[C:9]([C:8]([CH3:16])([CH3:17])[C:7](=[O:18])[N:6]2[CH2:5][CH2:4][CH2:3][O:2][CH3:1])=[CH:10][CH:11]=1, predict the reactants needed to synthesize it. The reactants are: [CH3:1][O:2][CH2:3][CH2:4][CH2:5][N:6]1[C:14]2[C:9](=[CH:10][CH:11]=[C:12]([CH3:15])[CH:13]=2)[C:8]([CH3:17])([CH3:16])[C:7]1=[O:18].[Br:19]N1C(=O)CCC1=O.N(C(C)(C)C#N)=NC(C)(C)C#N.C(OOC(=O)C1C=CC=CC=1)(=O)C1C=CC=CC=1.C1(=O)NC(=O)CC1. (2) The reactants are: [OH:1][C@H:2]1[CH2:6][N:5]([C:7](=[O:20])[C@@H:8]([NH:12][C:13](=O)[O:14]C(C)(C)C)[CH:9]([CH3:11])[CH3:10])[C@H:4]([C:21](=[O:36])[NH:22][CH2:23][C:24]2[CH:29]=[CH:28][C:27]([C:30]3[S:34][CH:33]=[N:32][C:31]=3[CH3:35])=[CH:26][CH:25]=2)[CH2:3]1.Cl.[CH2:38](N(CC)CC)C.C(OC(=O)C)(=O)C. Given the product [C:13]([NH:12][C@@H:8]([CH:9]([CH3:10])[CH3:11])[C:7]([N:5]1[CH2:6][C@H:2]([OH:1])[CH2:3][C@H:4]1[C:21]([NH:22][CH2:23][C:24]1[CH:25]=[CH:26][C:27]([C:30]2[S:34][CH:33]=[N:32][C:31]=2[CH3:35])=[CH:28][CH:29]=1)=[O:36])=[O:20])(=[O:14])[CH3:38], predict the reactants needed to synthesize it. (3) Given the product [F:14][C:15]([F:31])([F:32])[C:16]1[CH:17]=[C:18]([O:22][C:23]2[CH:24]=[C:25]([CH2:26][NH:27][C:4](=[O:6])[C:3]3[CH:7]=[CH:8][C:9]([CH2:11][O:12][CH3:13])=[N:10][C:2]=3[NH2:1])[CH:28]=[CH:29][CH:30]=2)[CH:19]=[CH:20][CH:21]=1, predict the reactants needed to synthesize it. The reactants are: [NH2:1][C:2]1[N:10]=[C:9]([CH2:11][O:12][CH3:13])[CH:8]=[CH:7][C:3]=1[C:4]([OH:6])=O.[F:14][C:15]([F:32])([F:31])[C:16]1[CH:17]=[C:18]([O:22][C:23]2[CH:24]=[C:25]([CH:28]=[CH:29][CH:30]=2)[CH2:26][NH2:27])[CH:19]=[CH:20][CH:21]=1.CN([P+](ON1N=NC2C=CC=CC1=2)(N(C)C)N(C)C)C.F[P-](F)(F)(F)(F)F.C(=O)(O)[O-].[Na+]. (4) Given the product [O:2]1[CH2:6][CH2:5][CH:4]([NH:8][C@@H:9]2[CH2:13][CH2:12][N:11]([S:14]([C:17]3[C:18]4[C:19]([Cl:1])=[CH:20][N:21]=[CH:22][C:23]=4[CH:24]=[CH:25][CH:26]=3)(=[O:16])=[O:15])[CH2:10]2)[CH2:3]1, predict the reactants needed to synthesize it. The reactants are: [ClH:1].[O:2]1[CH2:6][CH2:5][C:4](=O)[CH2:3]1.[NH2:8][C@H:9]1[CH2:13][CH2:12][N:11]([S:14]([C:17]2[C:18]3[C:19](Br)=[CH:20][N:21]=[CH:22][C:23]=3[CH:24]=[CH:25][CH:26]=2)(=[O:16])=[O:15])[CH2:10]1.C(=O)C1OC=CC=1. (5) Given the product [ClH:31].[ClH:1].[ClH:31].[CH3:27][N:3]([CH3:2])[C:4]1([C:21]2[CH:22]=[CH:23][CH:24]=[CH:25][CH:26]=2)[CH2:9][CH2:8][N:7]([CH2:10][CH2:11][NH:12][CH3:13])[CH2:6][CH2:5]1, predict the reactants needed to synthesize it. The reactants are: [ClH:1].[CH3:2][N:3]([CH3:27])[C:4]1([C:21]2[CH:26]=[CH:25][CH:24]=[CH:23][CH:22]=2)[CH2:9][CH2:8][N:7]([CH2:10][CH2:11][N:12](C)[C:13](=O)OC(C)(C)C)[CH2:6][CH2:5]1.CO.C(Cl)(Cl)[Cl:31]. (6) Given the product [Br:1][C:2]1[CH:3]=[N:4][C:5]2[N:6]([N:8]=[C:9]([C:11]([N:16]3[CH2:17][CH2:18][C:19]4[C:24](=[CH:23][CH:22]=[C:21]([CH3:25])[CH:20]=4)[N:15]3[CH3:14])=[O:13])[CH:10]=2)[CH:7]=1, predict the reactants needed to synthesize it. The reactants are: [Br:1][C:2]1[CH:3]=[N:4][C:5]2[N:6]([N:8]=[C:9]([C:11]([OH:13])=O)[CH:10]=2)[CH:7]=1.[CH3:14][N:15]1[C:24]2[C:19](=[CH:20][C:21]([CH3:25])=[CH:22][CH:23]=2)[CH2:18][CH2:17][NH:16]1.